This data is from Full USPTO retrosynthesis dataset with 1.9M reactions from patents (1976-2016). The task is: Predict the reactants needed to synthesize the given product. (1) Given the product [CH:45]([NH:41][C:39]1[CH:40]=[C:36]([C:34]([NH:33][C:8]2[CH:9]=[C:10]([C:11]([NH:13][C:14]3[CH:18]=[C:17]([C:19]([NH:21][CH2:22][CH2:23][CH2:24][N:25]4[CH2:26][CH2:27][N:28]([CH3:31])[CH2:29][CH2:30]4)=[O:20])[N:16]([CH3:32])[CH:15]=3)=[O:12])[N:6]([CH2:1][CH2:2][CH:3]([CH3:4])[CH3:5])[CH:7]=2)=[O:35])[N:37]([CH3:44])[CH:38]=1)=[O:47], predict the reactants needed to synthesize it. The reactants are: [CH2:1]([N:6]1[C:10]([C:11]([NH:13][C:14]2[CH:18]=[C:17]([C:19]([NH:21][CH2:22][CH2:23][CH2:24][N:25]3[CH2:30][CH2:29][N:28]([CH3:31])[CH2:27][CH2:26]3)=[O:20])[N:16]([CH3:32])[CH:15]=2)=[O:12])=[CH:9][C:8]([NH:33][C:34]([C:36]2[N:37]([CH3:44])[CH:38]=[C:39]([N+:41]([O-])=O)[CH:40]=2)=[O:35])=[CH:7]1)[CH2:2][CH:3]([CH3:5])[CH3:4].[CH2:45]([OH:47])C. (2) Given the product [Cl:14][C:15]1[C:22]([Cl:23])=[CH:21][CH:20]=[CH:19][C:16]=1[CH2:17][N:4]1[CH2:5][CH2:6][N:1]([C:7]2[N:12]=[CH:11][NH:10][C:9](=[O:13])[CH:8]=2)[CH2:2][CH2:3]1, predict the reactants needed to synthesize it. The reactants are: [N:1]1([C:7]2[N:12]=[CH:11][NH:10][C:9](=[O:13])[CH:8]=2)[CH2:6][CH2:5][NH:4][CH2:3][CH2:2]1.[Cl:14][C:15]1[C:22]([Cl:23])=[CH:21][CH:20]=[CH:19][C:16]=1[CH:17]=O. (3) Given the product [F:1][C:2]1[C:3]([NH2:12])=[CH:4][C:5]2[S:9][C:8]([CH3:10])=[N:7][C:6]=2[CH:11]=1, predict the reactants needed to synthesize it. The reactants are: [F:1][C:2]1[C:3]([N+:12]([O-])=O)=[CH:4][C:5]2[S:9][C:8]([CH3:10])=[N:7][C:6]=2[CH:11]=1.Cl. (4) Given the product [NH2:10][C:11]([C:15]1[CH:20]=[CH:19][CH:18]=[C:17]([Br:21])[N:16]=1)([CH3:14])[C:12]([OH:13])=[O:30], predict the reactants needed to synthesize it. The reactants are: C(OC(N1[C:12](=[O:13])[C:11]([C:15]2[CH:20]=[CH:19][CH:18]=[C:17]([Br:21])[N:16]=2)([CH3:14])[N:10](C(OC(C)(C)C)=O)C1=O)=O)(C)(C)C.[OH-:30].[Na+].